Dataset: Reaction yield outcomes from USPTO patents with 853,638 reactions. Task: Predict the reaction yield, written as a fraction of the theoretical maximum amount of product (1.0 means a 100% yield; for example, 0.34 means a 34% yield). (1) The reactants are [CH2:1]([N:4]([CH2:26][CH:27]=C)[C:5]([C:7]1([N:20]2[CH2:25][CH2:24][CH2:23][CH2:22][CH2:21]2)[CH2:12][CH2:11][N:10]([CH2:13][C:14]2[CH:19]=[CH:18][CH:17]=[CH:16][CH:15]=2)[CH2:9][CH2:8]1)=[O:6])[CH:2]=C. The catalyst is ClCCl. The product is [CH2:13]([N:10]1[CH2:11][CH2:12][C:7]([C:5]([N:4]2[CH2:26][CH:27]=[CH:2][CH2:1]2)=[O:6])([N:20]2[CH2:25][CH2:24][CH2:23][CH2:22][CH2:21]2)[CH2:8][CH2:9]1)[C:14]1[CH:19]=[CH:18][CH:17]=[CH:16][CH:15]=1. The yield is 0.700. (2) The reactants are Br[C:2]1[CH:3]=[C:4]2[C:8](=[CH:9][CH:10]=1)[NH:7][C:6]([CH3:11])=[CH:5]2.[H-].[K+].C([Li])(C)(C)C.C(O[B:23]1[O:27][C:26]([CH3:29])([CH3:28])[C:25]([CH3:31])([CH3:30])[O:24]1)(C)C. The catalyst is C1COCC1. The product is [CH3:11][C:6]1[NH:7][C:8]2[C:4]([CH:5]=1)=[CH:3][C:2]([B:23]1[O:27][C:26]([CH3:29])([CH3:28])[C:25]([CH3:31])([CH3:30])[O:24]1)=[CH:10][CH:9]=2. The yield is 0.630. (3) The yield is 0.950. The reactants are [OH:1][C:2]1[CH:7]=[CH:6][C:5]([C:8]([F:11])([F:10])[F:9])=[CH:4][CH:3]=1.[CH2:12](Br)[C:13]1[CH:18]=[CH:17][CH:16]=[CH:15][CH:14]=1.C(=O)([O-])[O-].[K+].[K+].C(OCC)C. The catalyst is CC(C)=O.O. The product is [CH2:12]([O:1][C:2]1[CH:7]=[CH:6][C:5]([C:8]([F:9])([F:10])[F:11])=[CH:4][CH:3]=1)[C:13]1[CH:18]=[CH:17][CH:16]=[CH:15][CH:14]=1. (4) The reactants are Cl[C:2]1[N:7]=[C:6]([O:8][CH3:9])[N:5]=[C:4]([O:10][CH3:11])[CH:3]=1.[CH:12]([C:14]1[CH:15]=[C:16](B(O)O)[CH:17]=[CH:18][CH:19]=1)=[O:13]. No catalyst specified. The product is [CH3:9][O:8][C:6]1[N:7]=[C:2]([C:18]2[CH:19]=[C:14]([CH:15]=[CH:16][CH:17]=2)[CH:12]=[O:13])[CH:3]=[C:4]([O:10][CH3:11])[N:5]=1. The yield is 1.00. (5) The reactants are [CH3:1][C:2]1[O:6][N:5]=[C:4]([C:7]2[CH:12]=[CH:11][CH:10]=[CH:9][CH:8]=2)[C:3]=1[CH2:13][OH:14].[CH2:15]([O:17][C:18](=[O:27])[C:19]1[CH:24]=[CH:23][C:22](O)=[N:21][C:20]=1[CH3:26])[CH3:16]. No catalyst specified. The product is [CH2:15]([O:17][C:18](=[O:27])[C:19]1[CH:24]=[CH:23][C:22]([O:14][CH2:13][C:3]2[C:4]([C:7]3[CH:12]=[CH:11][CH:10]=[CH:9][CH:8]=3)=[N:5][O:6][C:2]=2[CH3:1])=[N:21][C:20]=1[CH3:26])[CH3:16]. The yield is 0.550.